This data is from Peptide-MHC class I binding affinity with 185,985 pairs from IEDB/IMGT. The task is: Regression. Given a peptide amino acid sequence and an MHC pseudo amino acid sequence, predict their binding affinity value. This is MHC class I binding data. (1) The peptide sequence is SMFSTVATI. The binding affinity (normalized) is 0.490. The MHC is HLA-A02:01 with pseudo-sequence HLA-A02:01. (2) The binding affinity (normalized) is 0.876. The peptide sequence is FPIAKVEPV. The MHC is HLA-B07:02 with pseudo-sequence HLA-B07:02. (3) The peptide sequence is GEKKKLRPKW. The MHC is HLA-B44:02 with pseudo-sequence HLA-B44:02. The binding affinity (normalized) is 0.364. (4) The peptide sequence is LTALNDTGK. The MHC is HLA-A01:01 with pseudo-sequence HLA-A01:01. The binding affinity (normalized) is 0.0757. (5) The peptide sequence is KCDELAAKL. The MHC is Patr-B2401 with pseudo-sequence Patr-B2401. The binding affinity (normalized) is 0.198. (6) The peptide sequence is YMDDVVLGA. The MHC is HLA-A68:01 with pseudo-sequence HLA-A68:01. The binding affinity (normalized) is 0. (7) The peptide sequence is EEDAAVDDL. The MHC is HLA-B07:02 with pseudo-sequence HLA-B07:02. The binding affinity (normalized) is 0.0847. (8) The peptide sequence is AYIDNYNKI. The MHC is HLA-A23:01 with pseudo-sequence HLA-A23:01. The binding affinity (normalized) is 0.802. (9) The peptide sequence is VLKLRFWLI. The MHC is HLA-B15:01 with pseudo-sequence HLA-B15:01. The binding affinity (normalized) is 0.0847. (10) The peptide sequence is DIVGGLFTY. The MHC is HLA-A26:02 with pseudo-sequence HLA-A26:02. The binding affinity (normalized) is 1.00.